From a dataset of Forward reaction prediction with 1.9M reactions from USPTO patents (1976-2016). Predict the product of the given reaction. (1) Given the reactants Br[C:2]1[CH:3]=[C:4]([N:9]2[C:13]3=[N:14][CH:15]=[CH:16][CH:17]=[C:12]3[C:11]([C:18]([O:20][CH3:21])=[O:19])=[N:10]2)[CH:5]=[CH:6][C:7]=1[F:8].[C:22]([C@:24]1([OH:31])[CH2:28][CH2:27][N:26]([CH3:29])[C:25]1=[O:30])#[CH:23], predict the reaction product. The product is: [F:8][C:7]1[CH:6]=[CH:5][C:4]([N:9]2[C:13]3=[N:14][CH:15]=[CH:16][CH:17]=[C:12]3[C:11]([C:18]([O:20][CH3:21])=[O:19])=[N:10]2)=[CH:3][C:2]=1[C:23]#[C:22][C@:24]1([OH:31])[CH2:28][CH2:27][N:26]([CH3:29])[C:25]1=[O:30]. (2) The product is: [CH3:28][N:8]1[C:9]([C:10](=[O:27])[NH:11][C:12]2[CH:17]=[CH:16][N:15]3[N:18]=[C:19]([C:21]4[CH:26]=[CH:25][CH:24]=[CH:23][CH:22]=4)[N:20]=[C:14]3[CH:13]=2)=[C:5]([C:3]([OH:4])=[O:2])[CH:6]=[N:7]1. Given the reactants C[O:2][C:3]([C:5]1[CH:6]=[N:7][N:8]([CH3:28])[C:9]=1[C:10](=[O:27])[NH:11][C:12]1[CH:17]=[CH:16][N:15]2[N:18]=[C:19]([C:21]3[CH:26]=[CH:25][CH:24]=[CH:23][CH:22]=3)[N:20]=[C:14]2[CH:13]=1)=[O:4].O.[OH-].[Li+].Cl, predict the reaction product. (3) Given the reactants C(=O)([O-])[O-].[K+].[K+].C([O:10][CH2:11][C:12]1[O:16][N:15]=[C:14]([C:17]2[CH:18]=[N:19][C:20]([C:23]([C:28]3[CH:33]=[CH:32][C:31]([C:34]4[CH:35]=[N:36][CH:37]=[C:38]([O:40][CH3:41])[CH:39]=4)=[CH:30][CH:29]=3)([CH3:27])[CH:24]([CH3:26])[CH3:25])=[CH:21][CH:22]=2)[N:13]=1)(=O)C.C(=O)(O)[O-].[Na+], predict the reaction product. The product is: [CH3:41][O:40][C:38]1[CH:39]=[C:34]([C:31]2[CH:32]=[CH:33][C:28]([C:23]([C:20]3[N:19]=[CH:18][C:17]([C:14]4[N:13]=[C:12]([CH2:11][OH:10])[O:16][N:15]=4)=[CH:22][CH:21]=3)([CH3:27])[CH:24]([CH3:25])[CH3:26])=[CH:29][CH:30]=2)[CH:35]=[N:36][CH:37]=1. (4) Given the reactants C(OC(=O)[NH:7][CH2:8][CH2:9][N:10]1[C:18]2[C:17]([NH:19][C:20]3[CH:25]=[CH:24][C:23]([O:26][C:27]4[CH:32]=[CH:31][CH:30]=[C:29]([O:33][C:34]([F:39])([F:38])[CH:35]([F:37])[F:36])[CH:28]=4)=[C:22]([Cl:40])[CH:21]=3)=[N:16][CH:15]=[N:14][C:13]=2[CH:12]=[CH:11]1)(C)(C)C.[ClH:42], predict the reaction product. The product is: [ClH:40].[ClH:42].[NH2:7][CH2:8][CH2:9][N:10]1[C:18]2[C:17]([NH:19][C:20]3[CH:25]=[CH:24][C:23]([O:26][C:27]4[CH:32]=[CH:31][CH:30]=[C:29]([O:33][C:34]([F:39])([F:38])[CH:35]([F:36])[F:37])[CH:28]=4)=[C:22]([Cl:40])[CH:21]=3)=[N:16][CH:15]=[N:14][C:13]=2[CH:12]=[CH:11]1.